Predict the product of the given reaction. From a dataset of Forward reaction prediction with 1.9M reactions from USPTO patents (1976-2016). (1) Given the reactants [CH3:1][CH2:2][Mg+].[Br-].C1COCC1.[Si:10]([O:17][CH2:18][CH:19]([CH2:22][C:23]1[CH:28]=[CH:27][C:26]([Cl:29])=[CH:25][CH:24]=1)[C:20]#[N:21])([C:13]([CH3:16])([CH3:15])[CH3:14])([CH3:12])[CH3:11].[OH-].[Na+], predict the reaction product. The product is: [Si:10]([O:17][CH2:18][CH:19]([C:20]1([NH2:21])[CH2:2][CH2:1]1)[CH2:22][C:23]1[CH:24]=[CH:25][C:26]([Cl:29])=[CH:27][CH:28]=1)([C:13]([CH3:16])([CH3:15])[CH3:14])([CH3:12])[CH3:11]. (2) Given the reactants Br[C:2]1[N:7]=[C:6]([C:8]2[C:16]3[C:11](=[N:12][C:13]([NH:17][CH2:18][CH2:19][N:20]4[CH2:25][CH2:24][O:23][CH2:22][CH2:21]4)=[N:14][CH:15]=3)[N:10]([CH2:26][O:27][CH2:28][CH2:29][Si:30]([CH3:33])([CH3:32])[CH3:31])[N:9]=2)[CH:5]=[CH:4][CH:3]=1.[S:34]1[CH:38]=[CH:37][C:36](NC)=[CH:35]1.[CH3:41][N:42](C1C(C2C(P(C3CCCCC3)C3CCCCC3)=CC=CC=2)=CC=CC=1)C.C(O[Na])(C)(C)C, predict the reaction product. The product is: [N:20]1([CH2:19][CH2:18][NH:17][C:13]2[N:12]=[C:11]3[N:10]([CH2:26][O:27][CH2:28][CH2:29][Si:30]([CH3:33])([CH3:32])[CH3:31])[N:9]=[C:8]([C:6]4[CH:5]=[CH:4][CH:3]=[C:2]([NH:42][CH2:41][C:36]5[CH:37]=[CH:38][S:34][CH:35]=5)[N:7]=4)[C:16]3=[CH:15][N:14]=2)[CH2:25][CH2:24][O:23][CH2:22][CH2:21]1. (3) Given the reactants [CH3:1][CH:2]([CH2:12][C:13]([CH3:16])([CH3:15])[CH3:14])[CH2:3][C:4]([C:6]1[CH:11]=[CH:10][CH:9]=[CH:8][CH:7]=1)=O.[H][H], predict the reaction product. The product is: [CH3:1][CH:2]([CH2:12][C:13]([CH3:14])([CH3:16])[CH3:15])[CH2:3][CH2:4][C:6]1[CH:11]=[CH:10][CH:9]=[CH:8][CH:7]=1. (4) Given the reactants [CH2:1]([NH:8][C:9]([N:11]1[CH:16]2[C@H:17]([CH3:56])[N:18]([CH2:45][C:46]3[CH:47]=[CH:48][CH:49]=[C:50]4[C:55]=3[N:54]=[CH:53][CH:52]=[CH:51]4)[C:19](=[O:44])[C@H:20]([CH2:21][C:22]3[CH:43]=[CH:42][C:25]([O:26][C:27]([NH:29][CH:30]([CH2:38][CH:39]([CH3:41])[CH3:40])[C:31]([O:33]C(C)(C)C)=[O:32])=[O:28])=[CH:24][CH:23]=3)[N:15]2[C:14](=[O:57])[CH2:13][N:12]1[CH3:58])=[O:10])[C:2]1[CH:7]=[CH:6][CH:5]=[CH:4][CH:3]=1.FC(F)(F)C(O)=O.C(Cl)Cl, predict the reaction product. The product is: [CH2:1]([NH:8][C:9]([N:11]1[CH:16]2[C@H:17]([CH3:56])[N:18]([CH2:45][C:46]3[CH:47]=[CH:48][CH:49]=[C:50]4[C:55]=3[N:54]=[CH:53][CH:52]=[CH:51]4)[C:19](=[O:44])[C@H:20]([CH2:21][C:22]3[CH:43]=[CH:42][C:25]([O:26][C:27]([NH:29][CH:30]([CH2:38][CH:39]([CH3:41])[CH3:40])[C:31]([OH:33])=[O:32])=[O:28])=[CH:24][CH:23]=3)[N:15]2[C:14](=[O:57])[CH2:13][N:12]1[CH3:58])=[O:10])[C:2]1[CH:7]=[CH:6][CH:5]=[CH:4][CH:3]=1. (5) Given the reactants [F:1][C:2]([F:21])([F:20])[C:3]1[CH:4]=[C:5]([C:9]2[C:17]3[O:16][CH:15]([CH2:18][NH2:19])[CH2:14][C:13]=3[CH:12]=[CH:11][CH:10]=2)[CH:6]=[CH:7][CH:8]=1.C(N(C(C)C)CC)(C)C.Cl[C:32]([O:34][CH2:35][C:36]1[CH:41]=[CH:40][CH:39]=[CH:38][CH:37]=1)=[O:33].C(OC(=O)NCC1CC2C=CC=C(C3CCCC3)C=2O1)C1C=CC=CC=1, predict the reaction product. The product is: [CH2:35]([O:34][C:32](=[O:33])[NH:19][CH2:18][CH:15]1[CH2:14][C:13]2[CH:12]=[CH:11][CH:10]=[C:9]([C:5]3[CH:6]=[CH:7][CH:8]=[C:3]([C:2]([F:20])([F:1])[F:21])[CH:4]=3)[C:17]=2[O:16]1)[C:36]1[CH:41]=[CH:40][CH:39]=[CH:38][CH:37]=1. (6) Given the reactants [C:1]([O:7][CH2:8][CH3:9])(=[O:6])[CH2:2][C:3]([CH3:5])=O.[Br:10][C:11]1[CH:12]=[C:13]([CH:16]=[CH:17][CH:18]=1)[CH:14]=O.[NH4+:19].[OH-:20], predict the reaction product. The product is: [Br:10][C:11]1[CH:12]=[C:13]([CH:14]2[C:2]([C:1]([O:7][CH2:8][CH3:9])=[O:6])=[C:3]([CH3:5])[NH:19][C:3]([CH3:5])=[C:2]2[C:1]([O:7][CH2:8][CH3:9])=[O:20])[CH:16]=[CH:17][CH:18]=1. (7) Given the reactants Cl[C:2]1[N:9]=[CH:8][C:7]([F:10])=[CH:6][C:3]=1[C:4]#[N:5].[NH:11]1[CH2:15][CH2:14][CH2:13][CH2:12]1, predict the reaction product. The product is: [F:10][C:7]1[CH:8]=[N:9][C:2]([N:11]2[CH2:15][CH2:14][CH2:13][CH2:12]2)=[C:3]([CH:6]=1)[C:4]#[N:5]. (8) The product is: [CH2:43]([O:42][C:39](=[O:41])[CH2:40][N:26]1[CH2:27][CH2:28][CH2:29][C@H:24]([NH:23][C:21]([C:17]2[N:13]3[CH:14]=[CH:15][CH:16]=[C:11]([O:10][CH2:9][CH:3]4[CH2:8][CH2:7][CH2:6][CH2:5][CH2:4]4)[C:12]3=[N:19][C:18]=2[CH3:20])=[O:22])[CH2:25]1)[CH3:44]. Given the reactants Cl.Cl.[CH:3]1([CH2:9][O:10][C:11]2[C:12]3[N:13]([C:17]([C:21]([NH:23][C@H:24]4[CH2:29][CH2:28][CH2:27][NH:26][CH2:25]4)=[O:22])=[C:18]([CH3:20])[N:19]=3)[CH:14]=[CH:15][CH:16]=2)[CH2:8][CH2:7][CH2:6][CH2:5][CH2:4]1.C(=O)([O-])[O-].[K+].[K+].C(#N)C.[C:39]([O:42][CH2:43][CH2:44]Br)(=[O:41])[CH3:40], predict the reaction product. (9) Given the reactants [NH2:1][C:2]1[C:10]([CH2:11][CH3:12])=[CH:9][C:8]([C:13]#[N:14])=[CH:7][C:3]=1[C:4](O)=O.[CH3:15][N:16]1[CH2:21][CH2:20][C:19](=O)[CH2:18][CH2:17]1.O=P(Cl)(Cl)[Cl:25], predict the reaction product. The product is: [Cl:25][C:4]1[C:20]2[CH2:21][N:16]([CH3:15])[CH2:17][CH2:18][C:19]=2[N:1]=[C:2]2[C:10]([CH2:11][CH3:12])=[CH:9][C:8]([C:13]#[N:14])=[CH:7][C:3]=12. (10) Given the reactants [C:1]12([NH2:11])[CH2:10][CH:5]3[CH2:6][CH:7]([CH2:9][CH:3]([CH2:4]3)[CH2:2]1)[CH2:8]2.[S:12]1[C:16]2[NH:17][C:18]([C:20](O)=O)=[CH:19][C:15]=2[CH:14]=[CH:13]1, predict the reaction product. The product is: [C:1]12([NH:11][CH2:20][C:18]3[NH:17][C:16]4[S:12][CH:13]=[CH:14][C:15]=4[CH:19]=3)[CH2:8][CH:7]3[CH2:6][CH:5]([CH2:4][CH:3]([CH2:9]3)[CH2:2]1)[CH2:10]2.